From a dataset of Forward reaction prediction with 1.9M reactions from USPTO patents (1976-2016). Predict the product of the given reaction. (1) Given the reactants [NH:1]1[CH2:6][CH2:5][C:4]2([O:11][C:10]3[C:12]4[C:17]([C:18](=[O:21])[C:19](=[O:20])[C:9]=3[S:8][CH2:7]2)=[CH:16][CH:15]=[CH:14][CH:13]=4)[CH2:3][CH2:2]1.C(N(CC)CC)C.Br[CH2:30][CH2:31][CH2:32][C:33]1[CH:38]=[CH:37][CH:36]=[CH:35][CH:34]=1, predict the reaction product. The product is: [C:33]1([CH2:32][CH2:31][CH2:30][N:1]2[CH2:2][CH2:3][C:4]3([O:11][C:10]4[C:12]5[C:17]([C:18](=[O:21])[C:19](=[O:20])[C:9]=4[S:8][CH2:7]3)=[CH:16][CH:15]=[CH:14][CH:13]=5)[CH2:5][CH2:6]2)[CH:38]=[CH:37][CH:36]=[CH:35][CH:34]=1. (2) The product is: [CH2:16]([O:18][C:19]([C:21]1[S:25][C:24]([N:9]2[C:5]3[CH:4]=[C:3]([O:2][CH3:1])[C:11]([O:12][CH3:13])=[CH:10][C:6]=3[N:7]=[CH:8]2)=[N:23][C:22]=1[C:27]1[CH:32]=[CH:31][CH:30]=[CH:29][CH:28]=1)=[O:20])[CH3:17]. Given the reactants [CH3:1][O:2][C:3]1[C:11]([O:12][CH3:13])=[CH:10][C:6]2[N:7]=[CH:8][NH:9][C:5]=2[CH:4]=1.[H-].[Na+].[CH2:16]([O:18][C:19]([C:21]1[S:25][C:24](Cl)=[N:23][C:22]=1[C:27]1[CH:32]=[CH:31][CH:30]=[CH:29][CH:28]=1)=[O:20])[CH3:17].O, predict the reaction product. (3) Given the reactants [Cl:1][C:2]1[C:3]([F:23])=[C:4]([CH:20]=[CH:21][CH:22]=1)[NH:5][C:6]1[C:15]2[C:10](=[CH:11][C:12]([O:18][CH3:19])=[C:13]([CH:16]=O)[CH:14]=2)[N:9]=[CH:8][N:7]=1.[NH2:24][C:25]1([C:38]([OH:40])=[O:39])[CH2:30][CH2:29][CH2:28][N:27]([C:31]([O:33][C:34]([CH3:37])([CH3:36])[CH3:35])=[O:32])[CH2:26]1, predict the reaction product. The product is: [C:34]([O:33][C:31]([N:27]1[CH2:28][CH2:29][CH2:30][C:25]([NH:24][CH2:16][C:13]2[CH:14]=[C:15]3[C:10](=[CH:11][C:12]=2[O:18][CH3:19])[N:9]=[CH:8][N:7]=[C:6]3[NH:5][C:4]2[CH:20]=[CH:21][CH:22]=[C:2]([Cl:1])[C:3]=2[F:23])([C:38]([OH:40])=[O:39])[CH2:26]1)=[O:32])([CH3:35])([CH3:36])[CH3:37]. (4) Given the reactants Br[C:2]1[CH:3]=[N:4][CH:5]=[N:6][CH:7]=1.[C:8]([O:11][C@@H:12]1[C@@H:26]([O:27][C:28](=[O:30])[CH3:29])[C@H:25]([O:31][C:32](=[O:34])[CH3:33])[CH2:24][S:23][C@H:13]1[O:14][C:15]1[C:16]([F:22])=[N:17][CH:18]=[C:19](Br)[CH:20]=1)(=[O:10])[CH3:9], predict the reaction product. The product is: [C:8]([O:11][C@@H:12]1[C@@H:26]([O:27][C:28](=[O:30])[CH3:29])[C@H:25]([O:31][C:32](=[O:34])[CH3:33])[CH2:24][S:23][C@H:13]1[O:14][C:15]1[C:16]([F:22])=[N:17][CH:18]=[C:19]([C:2]2[CH:3]=[N:4][CH:5]=[N:6][CH:7]=2)[CH:20]=1)(=[O:10])[CH3:9]. (5) The product is: [CH3:6][N:7]([CH3:43])[C@H:8]1[CH2:13][CH2:12][C@H:11]([O:14][C:15]2[C:30]3[CH2:29][CH:28]=[CH:27][CH2:26][CH2:25][C:24]4[CH:31]=[C:32]([CH3:37])[NH:33][C:34](=[O:35])[C:23]=4[CH2:22][NH:21][C:20](=[O:38])[C:19]=3[CH:18]=[CH:17][CH:16]=2)[CH2:10][CH2:9]1. Given the reactants C(O[C:6](=O)[NH:7][C@H:8]1[CH2:13][CH2:12][C@H:11]([O:14][C:15]2[C:30]3[CH2:29][CH:28]=[CH:27][CH2:26][CH2:25][C:24]4[CH:31]=[C:32]([CH3:37])[N:33]=[C:34]([O:35]C)[C:23]=4[CH2:22][NH:21][C:20](=[O:38])[C:19]=3[CH:18]=[CH:17][CH:16]=2)[CH2:10][CH2:9]1)(C)(C)C.Cl.C=O.[CH3:43]C(O)=O.[BH-](OC(C)=O)(OC(C)=O)OC(C)=O.[Na+], predict the reaction product. (6) Given the reactants [C:1]1([NH:7][C:8]([C:10]2[CH:11]=[C:12](Br)[CH:13]=[C:14]3[C:18]=2[NH:17][N:16]=[CH:15]3)=[O:9])[CH:6]=[CH:5][CH:4]=[CH:3][CH:2]=1.[N:20]1[CH:25]=[CH:24][CH:23]=[C:22](B(O)O)[CH:21]=1.C([O-])([O-])=O.[Cs+].[Cs+].ClCCl, predict the reaction product. The product is: [C:1]1([NH:7][C:8]([C:10]2[CH:11]=[C:12]([C:22]3[CH:21]=[N:20][CH:25]=[CH:24][CH:23]=3)[CH:13]=[C:14]3[C:18]=2[NH:17][N:16]=[CH:15]3)=[O:9])[CH:6]=[CH:5][CH:4]=[CH:3][CH:2]=1. (7) Given the reactants [H-].[Na+].[O:3]=[C:4]([CH2:11][CH2:12][CH3:13])[CH2:5][C:6]([O:8][CH2:9][CH3:10])=[O:7].[CH2:14]([Li])[CH2:15][CH2:16]C.C(Br)C=C.Cl.[Cl-].[NH4+].[BH4-].[Na+], predict the reaction product. The product is: [CH2:12]([CH:11]([CH2:16][CH:15]=[CH2:14])[CH:4]([OH:3])[CH2:5][C:6]([O:8][CH2:9][CH3:10])=[O:7])[CH3:13].